This data is from Reaction yield outcomes from USPTO patents with 853,638 reactions. The task is: Predict the reaction yield, written as a fraction of the theoretical maximum amount of product (1.0 means a 100% yield; for example, 0.34 means a 34% yield). (1) The reactants are [H-].[Na+].[F:3][C:4]1[C:5]([CH2:16][N:17]([CH3:25])[C:18](=[O:24])[O:19][C:20]([CH3:23])([CH3:22])[CH3:21])=[CH:6][NH:7][C:8]=1[C:9]1[C:10]([F:15])=[N:11][CH:12]=[CH:13][CH:14]=1.C1OCCOCCOCCOCCOC1.[CH3:41][C:42]1[CH:47]=[CH:46][N:45]=[C:44]([S:48](F)(=[O:50])=[O:49])[CH:43]=1. The catalyst is O1CCCC1.O. The yield is 0.700. The product is [F:3][C:4]1[C:5]([CH2:16][N:17]([CH3:25])[C:18](=[O:24])[O:19][C:20]([CH3:21])([CH3:22])[CH3:23])=[CH:6][N:7]([S:48]([C:44]2[CH:43]=[C:42]([CH3:41])[CH:47]=[CH:46][N:45]=2)(=[O:50])=[O:49])[C:8]=1[C:9]1[C:10]([F:15])=[N:11][CH:12]=[CH:13][CH:14]=1. (2) The reactants are [Cl:1][C:2]1[CH:3]=[CH:4][C:5]2[N:6]([C:8]([CH:11]([C:13]3[CH:14]=[C:15]4[C:19](=[CH:20][CH:21]=3)[N:18]([CH3:22])[N:17]=[CH:16]4)[OH:12])=[CH:9][N:10]=2)[N:7]=1.I(C1C=CC=CC=1C(O)=O)(=O)=O. The catalyst is CC(C)=O. The product is [Cl:1][C:2]1[CH:3]=[CH:4][C:5]2[N:6]([C:8]([C:11]([C:13]3[CH:14]=[C:15]4[C:19](=[CH:20][CH:21]=3)[N:18]([CH3:22])[N:17]=[CH:16]4)=[O:12])=[CH:9][N:10]=2)[N:7]=1. The yield is 0.780. (3) The catalyst is O1CCCC1.O. The product is [CH2:18]([C:16]1[S:15][C:13]2[N:14]=[C:9]([C:7]([NH:6][CH2:5][C:4]([OH:34])=[O:3])=[O:8])[N:10]=[C:11]([N:21]3[CH2:26][CH2:25][N:24]4[C:27]([C:30]([F:32])([F:31])[F:33])=[N:28][N:29]=[C:23]4[CH2:22]3)[C:12]=2[CH:17]=1)[CH2:19][CH3:20]. The yield is 0.480. The reactants are C([O:3][C:4](=[O:34])[CH2:5][NH:6][C:7]([C:9]1[N:10]=[C:11]([N:21]2[CH2:26][CH2:25][N:24]3[C:27]([C:30]([F:33])([F:32])[F:31])=[N:28][N:29]=[C:23]3[CH2:22]2)[C:12]2[CH:17]=[C:16]([CH2:18][CH2:19][CH3:20])[S:15][C:13]=2[N:14]=1)=[O:8])C.CO.[OH-].[Li+].Cl. (4) The reactants are O.[NH2:2][NH2:3].Cl[C:5]1[C:14]2[C:9](=[CH:10][CH:11]=[CH:12][CH:13]=2)[CH:8]=[N:7][N:6]=1. The catalyst is CO. The product is [CH:11]1[CH:12]=[CH:13][C:14]2[C:9](=[CH:8][N:7]=[N:6][C:5]=2[NH:2][NH2:3])[CH:10]=1. The yield is 0.990. (5) The reactants are [Br:1][C:2]1[CH:8]=[CH:7][C:5]([NH2:6])=[CH:4][C:3]=1[C:9]([F:12])([F:11])[F:10].[ClH:13]. The catalyst is CCOCC. The product is [ClH:13].[Br:1][C:2]1[CH:8]=[CH:7][C:5]([NH2:6])=[CH:4][C:3]=1[C:9]([F:10])([F:11])[F:12]. The yield is 0.980.